Dataset: Forward reaction prediction with 1.9M reactions from USPTO patents (1976-2016). Task: Predict the product of the given reaction. Given the reactants [ClH:1].CCOCC.[CH3:7][O:8][C:9]1[CH:10]=[C:11]2[C:16](=[CH:17][CH:18]=1)[C:15]([O:19][C:20]1[CH:25]=[CH:24][C:23]([O:26][CH2:27][CH2:28][N:29]3[CH2:34][CH2:33][CH2:32][CH2:31][CH2:30]3)=[CH:22][CH:21]=1)=[C:14]([C:35]1[C:36]([C:40]#[N:41])=[CH:37][S:38][CH:39]=1)[CH:13]=[CH:12]2, predict the reaction product. The product is: [ClH:1].[CH3:7][O:8][C:9]1[CH:10]=[C:11]2[C:16](=[CH:17][CH:18]=1)[C:15]([O:19][C:20]1[CH:21]=[CH:22][C:23]([O:26][CH2:27][CH2:28][N:29]3[CH2:34][CH2:33][CH2:32][CH2:31][CH2:30]3)=[CH:24][CH:25]=1)=[C:14]([C:35]1[C:36]([C:40]#[N:41])=[CH:37][S:38][CH:39]=1)[CH:13]=[CH:12]2.